Dataset: Catalyst prediction with 721,799 reactions and 888 catalyst types from USPTO. Task: Predict which catalyst facilitates the given reaction. (1) Reactant: [CH3:1][C:2]1[N:6]=[CH:5][NH:4][N:3]=1.Cl[C:8]1[CH:13]=[CH:12][C:11]([N+:14]([O-:16])=[O:15])=[CH:10][C:9]=1[O:17][CH3:18].[OH-].[K+].O. Product: [CH3:18][O:17][C:9]1[CH:10]=[C:11]([N+:14]([O-:16])=[O:15])[CH:12]=[CH:13][C:8]=1[N:4]1[CH:5]=[N:6][C:2]([CH3:1])=[N:3]1. The catalyst class is: 16. (2) Reactant: [CH3:1][O:2][C:3]1[CH:4]=[C:5](B(O)O)[CH:6]=[CH:7][CH:8]=1.Br[C:13]1[CH:14]=[CH:15][C:16]([F:22])=[C:17]([N+:19]([O-:21])=[O:20])[CH:18]=1.C(=O)([O-])[O-].[Na+].[Na+]. Product: [F:22][C:16]1[CH:15]=[CH:14][C:13]([C:5]2[CH:6]=[CH:7][CH:8]=[C:3]([O:2][CH3:1])[CH:4]=2)=[CH:18][C:17]=1[N+:19]([O-:21])=[O:20]. The catalyst class is: 398. (3) Reactant: [C:1]([CH:3]1[CH2:6][N:5]([C:7]([O:9][C:10]([CH3:13])([CH3:12])[CH3:11])=[O:8])[CH2:4]1)#[N:2].[Li+].[CH3:15][Si]([N-][Si](C)(C)C)(C)C.CI. Product: [C:1]([C:3]1([CH3:15])[CH2:6][N:5]([C:7]([O:9][C:10]([CH3:13])([CH3:12])[CH3:11])=[O:8])[CH2:4]1)#[N:2]. The catalyst class is: 1. (4) Reactant: [F:1][C:2]1[CH:12]=[CH:11][C:5]2[NH:6][C:7](=[O:10])[CH2:8][O:9][C:4]=2[CH:3]=1.Br[CH2:14][C@@H:15]([CH3:25])[CH2:16][O:17][Si:18]([C:21]([CH3:24])([CH3:23])[CH3:22])([CH3:20])[CH3:19].C([O-])([O-])=O.[Cs+].[Cs+]. Product: [Si:18]([O:17][CH2:16][C@@H:15]([CH3:25])[CH2:14][N:6]1[C:5]2[CH:11]=[CH:12][C:2]([F:1])=[CH:3][C:4]=2[O:9][CH2:8][C:7]1=[O:10])([C:21]([CH3:22])([CH3:23])[CH3:24])([CH3:19])[CH3:20]. The catalyst class is: 243.